The task is: Predict the reaction yield, written as a fraction of the theoretical maximum amount of product (1.0 means a 100% yield; for example, 0.34 means a 34% yield).. This data is from Reaction yield outcomes from USPTO patents with 853,638 reactions. The reactants are BrC1C(N2CCN(C(NC3C=CC=CC=3)=O)CC2)=C2N=C(C3C=CC(N(C)C)=CC=3)NC2=NC=1.[Cl:35][C:36]1[C:37]([N:46]2[CH2:51][CH2:50][N:49]([CH2:52][C:53]3[CH:54]=[N:55][CH:56]=[CH:57][CH:58]=3)[CH2:48][CH2:47]2)=[C:38]([N+:43]([O-])=O)[C:39]([NH2:42])=[N:40][CH:41]=1.[O-]S(S([O-])=O)=O.[Na+].[Na+].[N:67]1([CH2:72][C:73]2[CH:80]=[CH:79][C:76]([CH:77]=O)=[CH:75][CH:74]=2)[CH:71]=[CH:70][CH:69]=[N:68]1. The catalyst is C(O)C.CN(C=O)C. The product is [N:67]1([CH2:72][C:73]2[CH:80]=[CH:79][C:76]([C:77]3[NH:42][C:39]4=[N:40][CH:41]=[C:36]([Cl:35])[C:37]([N:46]5[CH2:51][CH2:50][N:49]([CH2:52][C:53]6[CH:54]=[N:55][CH:56]=[CH:57][CH:58]=6)[CH2:48][CH2:47]5)=[C:38]4[N:43]=3)=[CH:75][CH:74]=2)[CH:71]=[CH:70][CH:69]=[N:68]1. The yield is 0.290.